From a dataset of Full USPTO retrosynthesis dataset with 1.9M reactions from patents (1976-2016). Predict the reactants needed to synthesize the given product. Given the product [Cl:1][C:2]1[CH:21]=[CH:20][C:19]([CH2:28][CH2:29][CH:23]=[O:26])=[CH:18][C:3]=1[C:4]([NH:6][CH2:7][C:8]12[CH2:17][CH:12]3[CH2:13][CH:14]([CH2:16][CH:10]([CH2:11]3)[CH2:9]1)[CH2:15]2)=[O:5], predict the reactants needed to synthesize it. The reactants are: [Cl:1][C:2]1[CH:21]=[CH:20][C:19](I)=[CH:18][C:3]=1[C:4]([NH:6][CH2:7][C:8]12[CH2:17][CH:12]3[CH2:13][CH:14]([CH2:16][CH:10]([CH2:11]3)[CH2:9]1)[CH2:15]2)=[O:5].[C:23](=[O:26])([O-])O.[Na+].[C:28]1(C)C=CC=C[CH:29]=1.